This data is from Catalyst prediction with 721,799 reactions and 888 catalyst types from USPTO. The task is: Predict which catalyst facilitates the given reaction. (1) Reactant: C([O:4][CH2:5][C:6]([CH3:50])([CH3:49])[CH2:7][N:8]1[C:14]2[CH:15]=[CH:16][C:17]([Cl:19])=[CH:18][C:13]=2[C@@H:12]([C:20]2[CH:25]=[CH:24][CH:23]=[C:22]([O:26][CH3:27])[C:21]=2[O:28][CH3:29])[O:11][C@H:10]([CH2:30][C:31]([NH:33][C:34]2[CH:35]=[CH:36][CH:37]=[C:38]3[C:42]=2[NH:41][C:40]([C:43]([O:45]CC)=[O:44])=[CH:39]3)=[O:32])[C:9]1=[O:48])(=O)C.[OH-].[Na+].C(O)C. Product: [Cl:19][C:17]1[CH:16]=[CH:15][C:14]2[N:8]([CH2:7][C:6]([CH3:50])([CH3:49])[CH2:5][OH:4])[C:9](=[O:48])[C@@H:10]([CH2:30][C:31]([NH:33][C:34]3[CH:35]=[CH:36][CH:37]=[C:38]4[C:42]=3[NH:41][C:40]([C:43]([OH:45])=[O:44])=[CH:39]4)=[O:32])[O:11][C@H:12]([C:20]3[CH:25]=[CH:24][CH:23]=[C:22]([O:26][CH3:27])[C:21]=3[O:28][CH3:29])[C:13]=2[CH:18]=1. The catalyst class is: 6. (2) Reactant: C(Cl)(=O)C(Cl)=O.CS(C)=O.[OH:11][CH2:12][CH2:13][CH2:14][CH2:15][N:16]1[C:25]2[C:20](=[CH:21][CH:22]=[C:23]([O:26][CH3:27])[CH:24]=2)[N:19]=[CH:18][C:17]1=[O:28].C(N(CC)CC)C.[Cl-].[NH4+]. Product: [CH3:27][O:26][C:23]1[CH:24]=[C:25]2[C:20]([N:19]=[CH:18][C:17](=[O:28])[N:16]2[CH2:15][CH2:14][CH2:13][CH:12]=[O:11])=[CH:21][CH:22]=1. The catalyst class is: 4.